This data is from Full USPTO retrosynthesis dataset with 1.9M reactions from patents (1976-2016). The task is: Predict the reactants needed to synthesize the given product. (1) The reactants are: [CH3:1][N:2]([CH2:4][C:5]1[C:13]2[O:12][N:11]=[C:10]([CH2:14][CH2:15][CH:16]3[CH2:21][CH2:20][N:19]([CH2:22][C:23]4[CH:24]=[N:25][C:26]([O:29]C)=[CH:27][CH:28]=4)[CH2:18][CH2:17]3)[C:9]=2[CH:8]=[CH:7][C:6]=1[O:31][CH2:32][CH:33]1[CH2:35][CH2:34]1)[CH3:3].Cl.C(=O)([O-])[O-].[Na+].[Na+].O. Given the product [CH:33]1([CH2:32][O:31][C:6]2[CH:7]=[CH:8][C:9]3[C:10]([CH2:14][CH2:15][CH:16]4[CH2:21][CH2:20][N:19]([CH2:22][C:23]5[CH:28]=[CH:27][C:26](=[O:29])[NH:25][CH:24]=5)[CH2:18][CH2:17]4)=[N:11][O:12][C:13]=3[C:5]=2[CH2:4][N:2]([CH3:3])[CH3:1])[CH2:34][CH2:35]1, predict the reactants needed to synthesize it. (2) Given the product [Cl:1][C:2]1[CH:7]=[CH:6][C:5]([C:8]2[N:12]([CH2:13][CH:14]([OH:19])[C:15]([F:18])([F:16])[F:17])[C:11](=[O:20])[N:10]([CH2:21][C:22]([OH:24])=[O:23])[N:9]=2)=[CH:4][CH:3]=1, predict the reactants needed to synthesize it. The reactants are: [Cl:1][C:2]1[CH:7]=[CH:6][C:5]([C:8]2[N:12]([CH2:13][CH:14]([OH:19])[C:15]([F:18])([F:17])[F:16])[C:11](=[O:20])[N:10]([CH2:21][C:22]([O:24]C)=[O:23])[N:9]=2)=[CH:4][CH:3]=1.[OH-].[Li+]. (3) Given the product [CH3:57][C:58]1[CH:62]=[C:61]([NH:63][C:44]2[CH:45]=[C:46]([C:53]([F:56])([F:55])[F:54])[CH:47]=[CH:48][C:49]=2[N+:50]([O-:52])=[O:51])[O:60][N:59]=1, predict the reactants needed to synthesize it. The reactants are: CC1(C)C2C(=C(P(C3C=CC=CC=3)C3C=CC=CC=3)C=CC=2)OC2C(P(C3C=CC=CC=3)C3C=CC=CC=3)=CC=CC1=2.Cl[C:44]1[C:49]([N+:50]([O-:52])=[O:51])=[CH:48][CH:47]=[C:46]([C:53]([F:56])([F:55])[F:54])[CH:45]=1.[CH3:57][C:58]1[CH:62]=[C:61]([NH2:63])[O:60][N:59]=1.C([O-])([O-])=O.[K+].[K+]. (4) Given the product [CH3:1][N:2]([CH3:3])[C:6]([C:8]1[N:9]([CH3:23])[C:10]([C:13]2[S:21][C:20]3[C:15](=[N:16][CH:17]=[CH:18][C:19]=3[Cl:22])[CH:14]=2)=[N:11][CH:12]=1)=[O:7], predict the reactants needed to synthesize it. The reactants are: [CH3:1][NH:2][CH3:3].CO[C:6]([C:8]1[N:9]([CH3:23])[C:10]([C:13]2[S:21][C:20]3[C:15](=[N:16][CH:17]=[CH:18][C:19]=3[Cl:22])[CH:14]=2)=[N:11][CH:12]=1)=[O:7]. (5) Given the product [CH3:1][O:2][C:3]([C:5]1[N:6]([CH3:25])[N:7]=[C:8]([O:10][CH2:11][C:12]2[C:13]([C:18]3[CH:23]=[CH:22][C:21]([F:24])=[CH:20][N:19]=3)=[N:14][O:15][C:16]=2[CH3:17])[CH:9]=1)=[O:4], predict the reactants needed to synthesize it. The reactants are: [CH3:1][O:2][C:3]([C:5]1[NH:6][N:7]=[C:8]([O:10][CH2:11][C:12]2[C:13]([C:18]3[CH:23]=[CH:22][C:21]([F:24])=[CH:20][N:19]=3)=[N:14][O:15][C:16]=2[CH3:17])[CH:9]=1)=[O:4].[C:25](=O)([O-])[O-].[Cs+].[Cs+].CI. (6) The reactants are: [N:1]1([CH:6]2[CH2:11][CH2:10][CH2:9][CH2:8][C:7]2=[O:12])[CH:5]=[N:4][CH:3]=[N:2]1.[Br:13][C:14]1[CH:19]=[CH:18][C:17](Br)=[CH:16][CH:15]=1. Given the product [Br:13][C:14]1[CH:19]=[CH:18][C:17]([C:7]2([OH:12])[CH2:8][CH2:9][CH2:10][CH2:11][CH:6]2[N:1]2[CH:5]=[N:4][CH:3]=[N:2]2)=[CH:16][CH:15]=1, predict the reactants needed to synthesize it. (7) Given the product [NH2:11][C:12]1[N:13]=[C:14]([N:23]2[CH2:24][CH2:25][N:26]([C:29](=[O:39])[CH2:30][O:31][C:32]3[CH:37]=[CH:36][C:35]([Cl:38])=[CH:34][CH:33]=3)[CH2:27][CH2:28]2)[C:15]2[N:21]=[C:20]([C:2]3[CH:3]=[CH:4][C:5]([CH3:8])=[CH:6][CH:7]=3)[CH:19]=[CH:18][C:16]=2[N:17]=1, predict the reactants needed to synthesize it. The reactants are: B(O)(O)[C:2]1[CH:3]=[CH:4][C:5]([CH3:8])=[CH:6][CH:7]=1.[NH2:11][C:12]1[N:13]=[C:14]([N:23]2[CH2:28][CH2:27][N:26]([C:29](=[O:39])[CH2:30][O:31][C:32]3[CH:37]=[CH:36][C:35]([Cl:38])=[CH:34][CH:33]=3)[CH2:25][CH2:24]2)[C:15]2[N:21]=[C:20](Cl)[CH:19]=[CH:18][C:16]=2[N:17]=1.